From a dataset of Catalyst prediction with 721,799 reactions and 888 catalyst types from USPTO. Predict which catalyst facilitates the given reaction. (1) Reactant: Br[C:2]1[S:3][C:4]([C:7]2[CH:12]=[CH:11][C:10]([O:13][CH:14]([CH3:16])[CH3:15])=[C:9]([Cl:17])[CH:8]=2)=[N:5][N:6]=1.CC1(C)C(C)(C)OB([C:26]2[CH:31]=[CH:30][N:29]=[C:28]3[N:32]([CH2:35][CH2:36][CH2:37][C:38]([O:40][CH2:41][CH3:42])=[O:39])[CH:33]=[CH:34][C:27]=23)O1.P([O-])([O-])([O-])=O.[K+].[K+].[K+]. Product: [Cl:17][C:9]1[CH:8]=[C:7]([C:4]2[S:3][C:2]([C:26]3[CH:31]=[CH:30][N:29]=[C:28]4[N:32]([CH2:35][CH2:36][CH2:37][C:38]([O:40][CH2:41][CH3:42])=[O:39])[CH:33]=[CH:34][C:27]=34)=[N:6][N:5]=2)[CH:12]=[CH:11][C:10]=1[O:13][CH:14]([CH3:16])[CH3:15]. The catalyst class is: 339. (2) Reactant: S(=O)(=O)(O)O.[C:6]1([CH:13]=[CH:12][CH:11]=[C:9]([OH:10])[CH:8]=1)[OH:7].C([O:16][C:17](=O)[CH:18]([CH2:22][C:23]1[CH:28]=[CH:27][CH:26]=[C:25]([N+:29]([O-:31])=[O:30])[C:24]=1[F:32])[C:19](=O)[CH3:20])C. Product: [F:32][C:24]1[C:25]([N+:29]([O-:31])=[O:30])=[CH:26][CH:27]=[CH:28][C:23]=1[CH2:22][C:18]1[C:17](=[O:16])[O:7][C:6]2[CH:8]=[C:9]([OH:10])[CH:11]=[CH:12][C:13]=2[C:19]=1[CH3:20]. The catalyst class is: 6. (3) The catalyst class is: 23. Reactant: [C:1]([O:7][CH2:8]Cl)(=[O:6])[C:2]([CH3:5])([CH3:4])[CH3:3].[Na+].[I-:11]. Product: [C:1]([O:7][CH2:8][I:11])(=[O:6])[C:2]([CH3:5])([CH3:4])[CH3:3]. (4) Reactant: [NH2:1][C:2]1[CH:7]=[C:6]([O:8][CH:9]2[CH2:14][CH2:13][N:12]([CH3:15])[CH2:11][CH2:10]2)[CH:5]=[CH:4][C:3]=1[C:16]1[CH:21]=[CH:20][C:19]([NH:22][C:23]([C:25]2[CH:26]=[C:27]([C:33]3[CH:38]=[CH:37][CH:36]=[C:35]([O:39][CH3:40])[CH:34]=3)[C:28]([O:31][CH3:32])=[CH:29][CH:30]=2)=[O:24])=[CH:18][CH:17]=1.[C:41](OC(=O)C)(=[O:43])[CH3:42]. Product: [C:41]([NH:1][C:2]1[CH:7]=[C:6]([O:8][CH:9]2[CH2:10][CH2:11][N:12]([CH3:15])[CH2:13][CH2:14]2)[CH:5]=[CH:4][C:3]=1[C:16]1[CH:17]=[CH:18][C:19]([NH:22][C:23]([C:25]2[CH:26]=[C:27]([C:33]3[CH:38]=[CH:37][CH:36]=[C:35]([O:39][CH3:40])[CH:34]=3)[C:28]([O:31][CH3:32])=[CH:29][CH:30]=2)=[O:24])=[CH:20][CH:21]=1)(=[O:43])[CH3:42]. The catalyst class is: 17. (5) Product: [CH3:1][O:2][C:3]1[CH:4]=[CH:5][C:6]2[C:7]3[N:15]=[C:14]([C:16]4[CH:17]=[CH:18][C:19]([O:22][CH3:23])=[CH:20][CH:21]=4)[CH:13]=[C:12]([C:24]([OH:26])=[O:25])[C:8]=3[NH:9][C:10]=2[CH:11]=1. Reactant: [CH3:1][O:2][C:3]1[CH:4]=[CH:5][C:6]2[C:7]3[N:15]=[C:14]([C:16]4[CH:21]=[CH:20][C:19]([O:22][CH3:23])=[CH:18][CH:17]=4)[CH:13]=[C:12]([C:24]([O:26]C)=[O:25])[C:8]=3[NH:9][C:10]=2[CH:11]=1.[OH-].[Na+]. The catalyst class is: 83. (6) Reactant: [I:1][C:2]1[C:7]([NH2:8])=[C:6]([I:9])[N:5]=[CH:4][N:3]=1.[H-].[Na+].[CH3:12]S(OC)(=O)=O.C(OCC)(=O)C. Product: [I:1][C:2]1[C:7]([NH:8][CH3:12])=[C:6]([I:9])[N:5]=[CH:4][N:3]=1. The catalyst class is: 7. (7) Reactant: [I-].C[S+](C)(C)=O.[H-].[Na+].S1C2C=CC=CC=2C(N2CCN(CC[C:26]3[CH:27]=[C:28]4[C:32](=[CH:33][CH:34]=3)[N:31](C)[C:30](=O)[C:29]4=[C:37]([CH3:39])C)CC2)=N1. Product: [N:31]1[C:32]2[C:28](=[CH:27][CH:26]=[CH:34][CH:33]=2)[C:29]2([CH2:37][CH2:39]2)[CH:30]=1. The catalyst class is: 508.